This data is from Catalyst prediction with 721,799 reactions and 888 catalyst types from USPTO. The task is: Predict which catalyst facilitates the given reaction. (1) Reactant: [CH2:1]([O:3][C:4](=[O:14])[C:5]([C:12]#[N:13])=[C:6]1[CH2:11][CH2:10][CH2:9][CH2:8][CH2:7]1)[CH3:2].[N+]([CH3:18])([O-])=O.N12CCCN=C1CCCCC2. Product: [CH2:1]([O:3][C:4]([C:5]1([C:12]#[N:13])[C:6]2([CH2:11][CH2:10][CH2:9][CH2:8][CH2:7]2)[CH2:18]1)=[O:14])[CH3:2]. The catalyst class is: 10. (2) The catalyst class is: 7. Product: [CH2:12]([O:14][C:15](=[O:18])[CH2:16][O:9][CH2:8][CH2:7][O:6][CH:4]([N:1]=[N+:2]=[N-:3])[CH3:5])[CH3:13]. Reactant: [N:1]([CH:4]([O:6][CH2:7][CH2:8][OH:9])[CH3:5])=[N+:2]=[N-:3].[H-].[Na+].[CH2:12]([O:14][C:15](=[O:18])[CH2:16]Br)[CH3:13]. (3) Reactant: [CH2:1]([N:3]1[C:7]2=[N:8][C:9]([C:24]3[CH:29]=[CH:28][C:27]([O:30][CH3:31])=[CH:26][CH:25]=3)=[C:10]([C:19](OCC)=[O:20])[C:11]([C:12]3[CH:13]=[N:14][CH:15]=[C:16]([CH3:18])[CH:17]=3)=[C:6]2[CH:5]=[N:4]1)[CH3:2].[H-].C([Al+]CC(C)C)C(C)C. Product: [CH2:1]([N:3]1[C:7]2=[N:8][C:9]([C:24]3[CH:25]=[CH:26][C:27]([O:30][CH3:31])=[CH:28][CH:29]=3)=[C:10]([CH2:19][OH:20])[C:11]([C:12]3[CH:13]=[N:14][CH:15]=[C:16]([CH3:18])[CH:17]=3)=[C:6]2[CH:5]=[N:4]1)[CH3:2]. The catalyst class is: 390. (4) Product: [CH3:1][O:2][C:3](=[O:20])[CH2:4][N:5]1[C:9](=[O:10])[N:8]([CH2:11][C:12]2[CH:17]=[CH:16][CH:15]=[C:14]([F:18])[CH:13]=2)[C:7]([C:25]2[CH:26]=[CH:27][C:22]([Cl:21])=[CH:23][C:24]=2[O:31][CH3:32])=[N:6]1. The catalyst class is: 73. Reactant: [CH3:1][O:2][C:3](=[O:20])[CH2:4][N:5]1[C:9](=[O:10])[N:8]([CH2:11][C:12]2[CH:17]=[CH:16][CH:15]=[C:14]([F:18])[CH:13]=2)[C:7](Br)=[N:6]1.[Cl:21][C:22]1[CH:27]=[CH:26][C:25](B(O)O)=[C:24]([O:31][CH3:32])[CH:23]=1.C(=O)([O-])[O-].[Na+].[Na+].Cl. (5) Reactant: [Cl:1][C:2]1[CH:7]=[CH:6][C:5]([NH2:8])=[CH:4][C:3]=1[OH:9].[C:10](O[C:10]([O:12][C:13]([CH3:16])([CH3:15])[CH3:14])=[O:11])([O:12][C:13]([CH3:16])([CH3:15])[CH3:14])=[O:11]. Product: [C:13]([O:12][C:10](=[O:11])[NH:8][C:5]1[CH:6]=[CH:7][C:2]([Cl:1])=[C:3]([OH:9])[CH:4]=1)([CH3:16])([CH3:15])[CH3:14]. The catalyst class is: 1. (6) Reactant: [CH:1](=[O:10])/[CH:2]=[CH:3]/[C:4]1[CH:9]=[CH:8][CH:7]=[CH:6][CH:5]=1.[OH:11][CH2:12][CH:13]([CH2:15]O)[OH:14].C1(CCCCC(O)CO)C=CC=CC=1.C1(CCCCC(O)CO)CCCCC1. Product: [C:4]1([CH2:3][CH2:2][CH2:1][O:10][CH2:15][CH:13]([OH:14])[CH2:12][OH:11])[CH:9]=[CH:8][CH:7]=[CH:6][CH:5]=1. The catalyst class is: 45. (7) Reactant: [OH:1][C:2]1[CH:9]=[CH:8][C:5]([CH:6]=[O:7])=[CH:4][CH:3]=1.C(=O)([O-])[O-].[K+].[K+].[CH2:16](Br)[C:17]1[CH:22]=[CH:21][CH:20]=[CH:19][CH:18]=1. Product: [CH2:16]([O:1][C:2]1[CH:9]=[CH:8][C:5]([CH:6]=[O:7])=[CH:4][CH:3]=1)[C:17]1[CH:22]=[CH:21][CH:20]=[CH:19][CH:18]=1. The catalyst class is: 10. (8) Reactant: [C:1]([Si:3]([CH3:6])([CH3:5])[CH3:4])#[CH:2].[Li]CCCC.[S:12]1[CH:16]=[CH:15][C:14]([CH:17]=[O:18])=[CH:13]1. Product: [S:12]1[CH:16]=[CH:15][C:14]([CH:17]([OH:18])[C:2]#[C:1][Si:3]([CH3:6])([CH3:5])[CH3:4])=[CH:13]1. The catalyst class is: 1. (9) Reactant: C([O:3][C:4](=O)[CH:5]([N:12]1[C:16]2[CH:17]=[C:18]([F:22])[C:19]([F:21])=[CH:20][C:15]=2[N:14]=[C:13]1[C:23]1[CH:28]=[CH:27][C:26]([Cl:29])=[CH:25][CH:24]=1)[CH:6]1[CH2:11][CH2:10][CH2:9][CH2:8][CH2:7]1)C.[H-].[Al+3].[Li+].[H-].[H-].[H-].C(OCC)(=O)C. Product: [Cl:29][C:26]1[CH:27]=[CH:28][C:23]([C:13]2[N:12]([CH:5]([CH:6]3[CH2:7][CH2:8][CH2:9][CH2:10][CH2:11]3)[CH2:4][OH:3])[C:16]3[CH:17]=[C:18]([F:22])[C:19]([F:21])=[CH:20][C:15]=3[N:14]=2)=[CH:24][CH:25]=1. The catalyst class is: 7.